This data is from Forward reaction prediction with 1.9M reactions from USPTO patents (1976-2016). The task is: Predict the product of the given reaction. (1) The product is: [F:1][C:2]1[CH:18]=[CH:17][C:5]([CH2:6][O:7][C:8]2[C:9]([CH3:16])=[CH:10][C:11](/[CH:14]=[N:25]/[S@@:23]([C:20]([CH3:22])([CH3:21])[CH3:19])=[O:24])=[N:12][CH:13]=2)=[CH:4][CH:3]=1. Given the reactants [F:1][C:2]1[CH:18]=[CH:17][C:5]([CH2:6][O:7][C:8]2[C:9]([CH3:16])=[CH:10][C:11]([CH:14]=O)=[N:12][CH:13]=2)=[CH:4][CH:3]=1.[CH3:19][C:20]([S@:23]([NH2:25])=[O:24])([CH3:22])[CH3:21], predict the reaction product. (2) The product is: [C:9]([Si:6]([CH3:8])([CH3:7])[O:13][CH2:14][CH:15]=[N:3][OH:2])([CH3:12])([CH3:11])[CH3:10]. Given the reactants [Cl-].[OH:2][NH3+:3].[OH-].[Na+].[Si:6]([O:13][CH2:14][CH:15]=O)([C:9]([CH3:12])([CH3:11])[CH3:10])([CH3:8])[CH3:7].Cl, predict the reaction product. (3) Given the reactants [NH2:1][C:2]1[CH:14]=[CH:13][C:5]([O:6][C:7]([CH3:12])([CH3:11])[C:8]([OH:10])=[O:9])=[CH:4][CH:3]=1.C(=O)([O-])[O-].[Cs+].[Cs+].Cl[C:22]1[N:27]=[CH:26][C:25]([O:28][CH2:29][C:30]2[C:35]([F:36])=[C:34]([O:37][CH3:38])[CH:33]=[C:32]([O:39][CH3:40])[C:31]=2[F:41])=[CH:24][N:23]=1.C(O)(C)(C)C, predict the reaction product. The product is: [F:41][C:31]1[C:32]([O:39][CH3:40])=[CH:33][C:34]([O:37][CH3:38])=[C:35]([F:36])[C:30]=1[CH2:29][O:28][C:25]1[CH:26]=[N:27][C:22]([NH:1][C:2]2[CH:3]=[CH:4][C:5]([O:6][C:7]([CH3:12])([CH3:11])[C:8]([OH:10])=[O:9])=[CH:13][CH:14]=2)=[N:23][CH:24]=1. (4) The product is: [OH:33][CH:42]([CH2:40][OH:41])[CH2:17][C:14]1([S:11]([NH:10][C:4]2[C:5]([F:9])=[CH:6][C:7]([F:8])=[C:2]([F:1])[C:3]=2[NH:20][C:21]2[CH:26]=[CH:25][C:24]([I:27])=[CH:23][C:22]=2[F:28])(=[O:13])=[O:12])[CH2:16][CH2:15]1. Given the reactants [F:1][C:2]1[C:3]([NH:20][C:21]2[CH:26]=[CH:25][C:24]([I:27])=[CH:23][C:22]=2[F:28])=[C:4]([NH:10][S:11]([C:14]2([CH2:17]C=C)[CH2:16][CH2:15]2)(=[O:13])=[O:12])[C:5]([F:9])=[CH:6][C:7]=1[F:8].C[N+]1([O-])CC[O:33]CC1.CCO[C:40]([CH3:42])=[O:41], predict the reaction product. (5) Given the reactants [F:1][C:2]1[CH:3]=[C:4]([C@@:15]([C:24]2[CH:29]=[CH:28][C:27]([F:30])=[CH:26][CH:25]=2)([NH2:23])[CH2:16][C:17]2[CH:22]=[CH:21][CH:20]=[CH:19][CH:18]=2)[CH:5]=[C:6]([O:8][C:9]([F:14])([F:13])[CH:10]([F:12])[F:11])[CH:7]=1.N[C:32](=[O:57])[CH:33]([NH:39][C:40](=[O:56])[O:41][CH2:42][CH:43]1[C:55]2[CH:54]=[CH:53][CH:52]=[CH:51][C:50]=2[C:49]2[C:44]1=[CH:45][CH:46]=[CH:47][CH:48]=2)[CH2:34][C:35]([F:38])([F:37])[F:36].C1CN([P+](Br)(N2CCCC2)N2CCCC2)CC1.F[P-](F)(F)(F)(F)F.CCN(C(C)C)C(C)C, predict the reaction product. The product is: [F:36][C:35]([F:37])([F:38])[CH2:34][CH:33]([NH:39][C:40](=[O:56])[O:41][CH2:42][CH:43]1[C:44]2[CH:45]=[CH:46][CH:47]=[CH:48][C:49]=2[C:50]2[C:55]1=[CH:54][CH:53]=[CH:52][CH:51]=2)[C:32]([NH:23][C@@:15]([C:4]1[CH:5]=[C:6]([O:8][C:9]([F:14])([F:13])[CH:10]([F:12])[F:11])[CH:7]=[C:2]([F:1])[CH:3]=1)([C:24]1[CH:29]=[CH:28][C:27]([F:30])=[CH:26][CH:25]=1)[CH2:16][C:17]1[CH:22]=[CH:21][CH:20]=[CH:19][CH:18]=1)=[O:57]. (6) Given the reactants Cl[C:2]1[CH:7]=[CH:6][N:5]=[C:4]2[CH:8]=[C:9]([C:11]3[N:12]([CH2:16][O:17][CH3:18])[CH:13]=[CH:14][N:15]=3)[S:10][C:3]=12.[CH3:19][C:20]1[NH:21][C:22]2[C:27]([CH:28]=1)=[CH:26][C:25]([NH2:29])=[CH:24][CH:23]=2, predict the reaction product. The product is: [CH3:18][O:17][CH2:16][N:12]1[CH:13]=[CH:14][N:15]=[C:11]1[C:9]1[S:10][C:3]2[C:4](=[N:5][CH:6]=[CH:7][C:2]=2[NH:29][C:25]2[CH:26]=[C:27]3[C:22](=[CH:23][CH:24]=2)[NH:21][C:20]([CH3:19])=[CH:28]3)[CH:8]=1.